Dataset: Full USPTO retrosynthesis dataset with 1.9M reactions from patents (1976-2016). Task: Predict the reactants needed to synthesize the given product. (1) Given the product [OH:1][C:2]1[CH:3]=[C:4]([CH:8]=[C:9]([O:11][C:12]([F:13])([F:14])[F:15])[CH:10]=1)[C:5]([O:7][CH3:17])=[O:6], predict the reactants needed to synthesize it. The reactants are: [OH:1][C:2]1[CH:3]=[C:4]([CH:8]=[C:9]([O:11][C:12]([F:15])([F:14])[F:13])[CH:10]=1)[C:5]([OH:7])=[O:6].[Si](Cl)(C)(C)[CH3:17]. (2) Given the product [ClH:37].[F:23][C:18]1[CH:19]=[CH:20][CH:21]=[CH:22][C:17]=1[CH2:16][O:15][C:12]1[CH:13]=[CH:14][C:9]([C@@H:6]2[NH:5][C@:4]([CH2:31][O:32][CH3:33])([C:2]([NH2:1])=[O:3])[CH2:8][CH2:7]2)=[CH:10][CH:11]=1, predict the reactants needed to synthesize it. The reactants are: [NH2:1][C:2]([C@:4]1([CH2:31][O:32][CH3:33])[CH2:8][CH2:7][C@H:6]([C:9]2[CH:14]=[CH:13][C:12]([O:15][CH2:16][C:17]3[CH:22]=[CH:21][CH:20]=[CH:19][C:18]=3[F:23])=[CH:11][CH:10]=2)[N:5]1C(OC(C)(C)C)=O)=[O:3].C([Cl:37])(C)=O. (3) Given the product [CH3:1][N:2]1[CH2:3][CH2:4][C:5]([CH2:8][NH2:9])([C:10]2[CH:15]=[CH:14][C:13]([Cl:16])=[C:12]([Cl:17])[CH:11]=2)[CH2:6][CH2:7]1, predict the reactants needed to synthesize it. The reactants are: [CH3:1][N:2]1[CH2:7][CH2:6][C:5]([C:10]2[CH:15]=[CH:14][C:13]([Cl:16])=[C:12]([Cl:17])[CH:11]=2)([C:8]#[N:9])[CH2:4][CH2:3]1.[OH-].[NH4+].